This data is from Catalyst prediction with 721,799 reactions and 888 catalyst types from USPTO. The task is: Predict which catalyst facilitates the given reaction. (1) Reactant: [F:1][C:2]1[CH:7]=[CH:6][C:5]([OH:8])=[CH:4][CH:3]=1.O.O.[Sn](Cl)Cl.[Br:14][C:15]1[CH:16]=[C:17]([CH2:43][C:44]([OH:46])=[O:45])[CH:18]=[C:19]([Br:42])[C:20]=1[O:21][C:22]1[CH:27]=[C:26]([CH:28]([CH3:30])[CH3:29])[C:25]([O:31][CH3:32])=[CH:24][C:23]=1[CH:33](O)[C:34]1[CH:39]=[CH:38][CH:37]=[C:36]([CH3:40])[CH:35]=1.O. Product: [Br:14][C:15]1[CH:16]=[C:17]([CH2:43][C:44]([OH:46])=[O:45])[CH:18]=[C:19]([Br:42])[C:20]=1[O:21][C:22]1[CH:27]=[C:26]([CH:28]([CH3:29])[CH3:30])[C:25]([O:31][CH3:32])=[CH:24][C:23]=1[CH:33]([O:8][C:5]1[CH:6]=[CH:7][C:2]([F:1])=[CH:3][CH:4]=1)[C:34]1[CH:39]=[CH:38][CH:37]=[C:36]([CH3:40])[CH:35]=1. The catalyst class is: 2. (2) Reactant: C(=O)([O-])[O-].[Cs+].[Cs+].I[CH:8]([CH:10]1[O:14][C:13](=[O:15])[NH:12][CH2:11]1)[CH3:9].[F:16][CH:17]([F:37])[C:18]1[CH:23]=[CH:22][N:21]=[C:20]([NH:24][C:25]2[CH:30]=[C:29]([CH3:31])[CH:28]=[C:27]([C:32]3[CH:33]=[N:34][NH:35][CH:36]=3)[N:26]=2)[CH:19]=1. Product: [F:37][CH:17]([F:16])[C:18]1[CH:23]=[CH:22][N:21]=[C:20]([NH:24][C:25]2[N:26]=[C:27]([C:32]3[CH:36]=[N:35][N:34]([C:10]4([CH2:8][CH3:9])[O:14][C:13](=[O:15])[NH:12][CH2:11]4)[CH:33]=3)[CH:28]=[C:29]([CH3:31])[CH:30]=2)[CH:19]=1. The catalyst class is: 163. (3) Product: [CH3:1][C:2]1[CH:3]=[C:4]([NH:5][C:18]2[C:19]([N+:26]([O-:28])=[O:27])=[C:20]([CH:23]=[CH:24][CH:25]=2)[C:21]#[N:22])[CH:6]=[CH:7][C:8]=1[CH3:9]. Reactant: [CH3:1][C:2]1[CH:3]=[C:4]([CH:6]=[CH:7][C:8]=1[CH3:9])[NH2:5].C1COCC1.[H-].[Na+].F[C:18]1[C:19]([N+:26]([O-:28])=[O:27])=[C:20]([CH:23]=[CH:24][CH:25]=1)[C:21]#[N:22]. The catalyst class is: 6. (4) Reactant: [Cl:1][C:2]1[CH:3]=[C:4]2[C:8](=[CH:9][CH:10]=1)[N:7]([CH2:11][CH2:12][CH2:13][S:14][CH3:15])[C:6]([CH2:16][OH:17])=[CH:5]2.[C:18]([Si:22](Cl)([CH3:24])[CH3:23])([CH3:21])([CH3:20])[CH3:19].C(N(CC)CC)C. Product: [Si:22]([O:17][CH2:16][C:6]1[N:7]([CH2:11][CH2:12][CH2:13][S:14][CH3:15])[C:8]2[C:4]([CH:5]=1)=[CH:3][C:2]([Cl:1])=[CH:10][CH:9]=2)([C:18]([CH3:21])([CH3:20])[CH3:19])([CH3:24])[CH3:23]. The catalyst class is: 119. (5) Reactant: [NH2:1][C@@H:2]([CH3:18])[CH2:3][N:4]1[CH:8]=[CH:7][C:6]([C:9]2[CH:16]=[CH:15][C:12]([C:13]#[N:14])=[C:11]([Cl:17])[CH:10]=2)=[N:5]1.[CH2:19]([C:21]1[N:25]=[C:24]([C:26](O)=[O:27])[O:23][N:22]=1)[CH3:20]. Product: [Cl:17][C:11]1[CH:10]=[C:9]([C:6]2[CH:7]=[CH:8][N:4]([CH2:3][C@@H:2]([NH:1][C:26]([C:24]3[O:23][N:22]=[C:21]([CH2:19][CH3:20])[N:25]=3)=[O:27])[CH3:18])[N:5]=2)[CH:16]=[CH:15][C:12]=1[C:13]#[N:14]. The catalyst class is: 23. (6) Reactant: Br[CH2:2][C:3]1[C:4]([F:21])=[C:5]([O:10][C:11]2[C:12]([Cl:20])=[C:13]([CH:16]=[C:17]([Cl:19])[CH:18]=2)[C:14]#[N:15])[C:6]([Cl:9])=[CH:7][CH:8]=1.[N-:22]=[N+:23]=[N-:24].[Na+].O. Product: [N:22]([CH2:2][C:3]1[C:4]([F:21])=[C:5]([O:10][C:11]2[C:12]([Cl:20])=[C:13]([CH:16]=[C:17]([Cl:19])[CH:18]=2)[C:14]#[N:15])[C:6]([Cl:9])=[CH:7][CH:8]=1)=[N+:23]=[N-:24]. The catalyst class is: 16.